The task is: Predict which catalyst facilitates the given reaction.. This data is from Catalyst prediction with 721,799 reactions and 888 catalyst types from USPTO. Reactant: C(OC([N:8]=[C:9]([NH:34]C(OC(C)(C)C)=O)[NH:10][CH2:11][CH2:12][O:13][C:14]1[CH:33]=[CH:32][C:17]([CH2:18]/[C:19](=[C:24](\[CH:29]([CH3:31])[CH3:30])/[C:25]([O:27][CH3:28])=[O:26])/[C:20]([O:22][CH3:23])=[O:21])=[CH:16][CH:15]=1)=O)(C)(C)C.[ClH:42]. Product: [ClH:42].[CH3:23][O:22][C:20](=[O:21])/[C:19](/[CH2:18][C:17]1[CH:16]=[CH:15][C:14]([O:13][CH2:12][CH2:11][NH:10][C:9]([NH2:34])=[NH:8])=[CH:33][CH:32]=1)=[C:24](/[CH:29]([CH3:30])[CH3:31])\[C:25]([O:27][CH3:28])=[O:26]. The catalyst class is: 5.